The task is: Predict the reaction yield, written as a fraction of the theoretical maximum amount of product (1.0 means a 100% yield; for example, 0.34 means a 34% yield).. This data is from Reaction yield outcomes from USPTO patents with 853,638 reactions. (1) The reactants are [CH2:1]([O:6][C:7]([NH:9][C@H:10]([C:15]([O:17]C)=[O:16])[CH2:11][CH2:12][CH2:13][CH3:14])=[O:8])[CH2:2][CH2:3][CH:4]=[CH2:5].[OH-].[Na+].Cl. The catalyst is C1COCC1. The product is [CH2:1]([O:6][C:7]([NH:9][C@H:10]([C:15]([OH:17])=[O:16])[CH2:11][CH2:12][CH2:13][CH3:14])=[O:8])[CH2:2][CH2:3][CH:4]=[CH2:5]. The yield is 0.880. (2) The reactants are [CH2:1]([O:3][C:4]([C:6]1[CH:11]=[CH:10][C:9](B(O)O)=[CH:8][CH:7]=1)=[O:5])[CH3:2].[O-]P([O-])([O-])=O.[K+].[K+].[K+].C([C:25]1[N:26]=[C:27]2[CH:32]=[CH:31][C:30](Br)=[CH:29][N:28]2[C:34]=1[C:35]1[CH:40]=[CH:39][C:38]([Cl:41])=[CH:37][CH:36]=1)C. The catalyst is O1CCOCC1.O.O.C1C=CC([P]([Pd]([P](C2C=CC=CC=2)(C2C=CC=CC=2)C2C=CC=CC=2)([P](C2C=CC=CC=2)(C2C=CC=CC=2)C2C=CC=CC=2)[P](C2C=CC=CC=2)(C2C=CC=CC=2)C2C=CC=CC=2)(C2C=CC=CC=2)C2C=CC=CC=2)=CC=1. The product is [Cl:41][C:38]1[CH:37]=[CH:36][C:35]([C:34]2[N:28]3[CH:29]=[C:30]([C:9]4[CH:10]=[CH:11][C:6]([C:4]([O:3][CH2:1][CH3:2])=[O:5])=[CH:7][CH:8]=4)[CH:31]=[CH:32][C:27]3=[N:26][CH:25]=2)=[CH:40][CH:39]=1. The yield is 0.580. (3) The reactants are [CH3:1][O:2][C:3]([C:5]1[C:13]2[N:12]=[C:11]([NH2:14])[NH:10][C:9]=2[CH:8]=[CH:7][CH:6]=1)=[O:4].COC(=O)C1C=C([C:24]2[CH:29]=[CH:28][N:27]=[CH:26][CH:25]=2)C=C([N+]([O-])=O)C=1N. No catalyst specified. The product is [CH3:1][O:2][C:3]([C:5]1[C:13]2[N:12]=[C:11]([NH2:14])[NH:10][C:9]=2[CH:8]=[C:7]([C:24]2[CH:29]=[CH:28][N:27]=[CH:26][CH:25]=2)[CH:6]=1)=[O:4]. The yield is 0.500. (4) The reactants are [C:1]1([CH:7]([C:10]2[CH:15]=[CH:14][CH:13]=[CH:12][CH:11]=2)[C:8]#[N:9])[CH:6]=[CH:5][CH:4]=[CH:3][CH:2]=1.[OH-].[K+].[C:18]([O:22][C:23]([CH3:26])([CH3:25])[CH3:24])(=[O:21])[CH:19]=[CH2:20]. The catalyst is C(O)(C)(C)C.CO. The product is [C:8]([C:7]([C:1]1[CH:2]=[CH:3][CH:4]=[CH:5][CH:6]=1)([C:10]1[CH:11]=[CH:12][CH:13]=[CH:14][CH:15]=1)[CH2:20][CH2:19][C:18]([O:22][C:23]([CH3:26])([CH3:25])[CH3:24])=[O:21])#[N:9]. The yield is 0.900. (5) The reactants are [Cl-].O[NH3+:3].[C:4](=[O:7])([O-])[OH:5].[Na+].CS(C)=O.[CH2:13]([C:17]1[N:18]=[C:19]([CH3:49])[N:20]([CH2:39][CH:40]2[CH2:44][C:43]3[CH:45]=[CH:46][CH:47]=[CH:48][C:42]=3[O:41]2)[C:21](=[O:38])[C:22]=1[CH2:23][C:24]1[CH:29]=[CH:28][C:27]([C:30]2[C:31]([C:36]#[N:37])=[CH:32][CH:33]=[CH:34][CH:35]=2)=[CH:26][CH:25]=1)[CH2:14][CH2:15][CH3:16]. The catalyst is C(OCC)(=O)C. The product is [CH2:13]([C:17]1[N:18]=[C:19]([CH3:49])[N:20]([CH2:39][CH:40]2[CH2:44][C:43]3[CH:45]=[CH:46][CH:47]=[CH:48][C:42]=3[O:41]2)[C:21](=[O:38])[C:22]=1[CH2:23][C:24]1[CH:25]=[CH:26][C:27]([C:30]2[CH:35]=[CH:34][CH:33]=[CH:32][C:31]=2[C:36]2[NH:3][C:4](=[O:7])[O:5][N:37]=2)=[CH:28][CH:29]=1)[CH2:14][CH2:15][CH3:16]. The yield is 0.0700. (6) The reactants are [C:1]([C:3]1[CH:8]=[CH:7][C:6]([C@@H:9]2[C:14]([C:15]#[N:16])=[C:13]([CH3:17])[N:12]([C:18]3[CH:23]=[CH:22][CH:21]=[C:20]([C:24]([F:27])([F:26])[F:25])[CH:19]=3)[C:11](=[O:28])[NH:10]2)=[C:5]([S:29]([CH3:32])(=[O:31])=[O:30])[CH:4]=1)#[N:2].[H-].[Na+].[F:35][C:36]([F:49])([F:48])[O:37][C:38]1[CH:43]=[CH:42][CH:41]=[CH:40][C:39]=1[S:44](Cl)(=[O:46])=[O:45]. No catalyst specified. The product is [C:1]([C:3]1[CH:8]=[CH:7][C:6]([C@@H:9]2[C:14]([C:15]#[N:16])=[C:13]([CH3:17])[N:12]([C:18]3[CH:23]=[CH:22][CH:21]=[C:20]([C:24]([F:27])([F:26])[F:25])[CH:19]=3)[C:11](=[O:28])[N:10]2[S:44]([C:39]2[CH:40]=[CH:41][CH:42]=[CH:43][C:38]=2[O:37][C:36]([F:35])([F:48])[F:49])(=[O:46])=[O:45])=[C:5]([S:29]([CH3:32])(=[O:31])=[O:30])[CH:4]=1)#[N:2]. The yield is 0.770. (7) The reactants are [CH3:1][CH:2]([CH3:38])[CH2:3][CH2:4][NH:5][C:6]([C:8]1[N:9]=[N:10][C:11]([N:14]2[CH2:19][CH2:18][N:17]([C:20]([C:22]3[N:23](CC4C=CC=CC=4)[N:24]=[N:25][C:26]=3[C:27]([F:30])([F:29])[F:28])=[O:21])[CH2:16][CH2:15]2)=[CH:12][CH:13]=1)=[O:7]. The catalyst is CO.C(O)(=O)C.[Pd]. The product is [CH3:1][CH:2]([CH3:38])[CH2:3][CH2:4][NH:5][C:6]([C:8]1[N:9]=[N:10][C:11]([N:14]2[CH2:15][CH2:16][N:17]([C:20]([C:22]3[NH:23][N:24]=[N:25][C:26]=3[C:27]([F:29])([F:28])[F:30])=[O:21])[CH2:18][CH2:19]2)=[CH:12][CH:13]=1)=[O:7]. The yield is 0.360. (8) The reactants are [CH2:1]([N:8]1[CH2:13][CH2:12][CH2:11][CH2:10][CH:9]1[CH2:14][OH:15])[C:2]1[CH:7]=[CH:6][CH:5]=[CH:4][CH:3]=1.[CH3:16][S:17](Cl)(=[O:19])=[O:18].C(N(CC)CC)C.O. The catalyst is C(Cl)Cl. The product is [CH3:16][S:17]([O:15][CH2:14][CH:9]1[CH2:10][CH2:11][CH2:12][CH2:13][N:8]1[CH2:1][C:2]1[CH:7]=[CH:6][CH:5]=[CH:4][CH:3]=1)(=[O:19])=[O:18]. The yield is 0.990.